The task is: Predict the product of the given reaction.. This data is from Forward reaction prediction with 1.9M reactions from USPTO patents (1976-2016). Given the reactants [C:1]1([C:7]2[O:11][C:10]([C:12]([NH:14][NH2:15])=O)=[N:9][N:8]=2)[CH:6]=[CH:5][CH:4]=[CH:3][CH:2]=1.Cl.[C:17](N)(=[NH:19])[CH3:18].C1(C)C(C)=CC=CC=1, predict the reaction product. The product is: [CH3:18][C:17]1[NH:15][N:14]=[C:12]([C:10]2[O:11][C:7]([C:1]3[CH:6]=[CH:5][CH:4]=[CH:3][CH:2]=3)=[N:8][N:9]=2)[N:19]=1.